From a dataset of Forward reaction prediction with 1.9M reactions from USPTO patents (1976-2016). Predict the product of the given reaction. (1) Given the reactants [OH:1][C:2]1[CH:7]=[CH:6][C:5]([C:8](=[O:10])[CH3:9])=[CH:4][CH:3]=1.[CH3:11][N:12]=[C:13]=[O:14].C(N(CC)CC)C, predict the reaction product. The product is: [CH3:11][NH:12][C:13](=[O:14])[O:1][C:2]1[CH:7]=[CH:6][C:5]([C:8](=[O:10])[CH3:9])=[CH:4][CH:3]=1. (2) Given the reactants [NH2:1][C:2]1[S:6][C:5]2[CH2:7][CH2:8][CH2:9][C:4]=2[C:3]=1[C:10]([C:12]1[CH:17]=[CH:16][CH:15]=[CH:14][CH:13]=1)=O.[F:18][C:19]([F:27])([F:26])[C:20](=[O:25])[CH2:21][C:22](=O)[CH3:23], predict the reaction product. The product is: [F:18][C:19]([F:27])([F:26])[C:20]([C:21]1[C:10]([C:12]2[CH:17]=[CH:16][CH:15]=[CH:14][CH:13]=2)=[C:3]2[C:4]3[CH2:9][CH2:8][CH2:7][C:5]=3[S:6][C:2]2=[N:1][C:22]=1[CH3:23])=[O:25].